This data is from Catalyst prediction with 721,799 reactions and 888 catalyst types from USPTO. The task is: Predict which catalyst facilitates the given reaction. (1) Reactant: [Cl:1][C:2]1[S:6][C:5]([C:7]([N:9](C=O)[CH2:10][C@@H:11]2[O:15][C:14](=[O:16])[N:13]([C:17]3[CH:22]=[CH:21][C:20]([N:23]4[CH2:28][CH2:27][O:26][CH2:25][C:24]4=[O:29])=[CH:19][CH:18]=3)[CH2:12]2)=[O:8])=[CH:4][CH:3]=1.ClCCl.CS(O)(=O)=O. Product: [CH:19]1[C:20]([N:23]2[C:24](=[O:29])[CH2:25][O:26][CH2:27][CH2:28]2)=[CH:21][CH:22]=[C:17]([N:13]2[C:14](=[O:16])[O:15][C@@H:11]([CH2:10][NH:9][C:7]([C:5]3[S:6][C:2]([Cl:1])=[CH:3][CH:4]=3)=[O:8])[CH2:12]2)[CH:18]=1. The catalyst class is: 5. (2) Reactant: I[C:2]1[N:25]([S:26]([C:29]2[CH:34]=[CH:33][CH:32]=[CH:31][CH:30]=2)(=[O:28])=[O:27])[C:5]2=[N:6][CH:7]=[CH:8][C:9]([C:10]3[CH:11]=[CH:12][C:13]([O:18][CH:19]4[CH2:24][CH2:23][O:22][CH2:21][CH2:20]4)=[C:14]([CH:17]=3)[C:15]#[N:16])=[C:4]2[CH:3]=1.O1CCOCC1.O.C([O-])([O-])=O.[K+].[K+].CC1(C)C(C)(C)OB([C:56]2[CH:68]=[CH:67][C:59]([CH2:60][N:61]3[CH2:66][CH2:65][O:64][CH2:63][CH2:62]3)=[CH:58][CH:57]=2)O1. Product: [O:64]1[CH2:65][CH2:66][N:61]([CH2:60][C:59]2[CH:58]=[CH:57][C:56]([C:2]3[N:25]([S:26]([C:29]4[CH:30]=[CH:31][CH:32]=[CH:33][CH:34]=4)(=[O:27])=[O:28])[C:5]4=[N:6][CH:7]=[CH:8][C:9]([C:10]5[CH:11]=[CH:12][C:13]([O:18][CH:19]6[CH2:24][CH2:23][O:22][CH2:21][CH2:20]6)=[C:14]([CH:17]=5)[C:15]#[N:16])=[C:4]4[CH:3]=3)=[CH:68][CH:67]=2)[CH2:62][CH2:63]1. The catalyst class is: 5. (3) Reactant: [CH2:1]1[CH2:11][CH2:10][N:9]2[C:4](=[N:5][CH2:6][CH2:7][CH2:8]2)[CH2:3][CH2:2]1.[CH:12]1[CH:17]=[C:16]([C:18]([OH:20])=[O:19])[C:15]([C:21]([OH:23])=[O:22])=[CH:14][CH:13]=1.C1(O)C=CC=CC=1. Product: [CH2:1]1[CH2:11][CH2:10][N:9]2[C:4](=[N:5][CH2:6][CH2:7][CH2:8]2)[CH2:3][CH2:2]1.[CH:12]1[CH:17]=[C:16]([C:18]([OH:20])=[O:19])[C:15]([C:21]([OH:23])=[O:22])=[CH:14][CH:13]=1. The catalyst class is: 4.